Dataset: Forward reaction prediction with 1.9M reactions from USPTO patents (1976-2016). Task: Predict the product of the given reaction. Given the reactants Cl.[CH3:2][CH:3]([NH:5][CH2:6][C:7]1([NH2:11])[CH2:10][NH:9][CH2:8]1)[CH3:4].[F:12][C:13]1[C:14]([NH:23][C:24]2[CH:29]=[CH:28][C:27]([I:30])=[CH:26][C:25]=2[F:31])=[C:15]([CH:19]=[CH:20][C:21]=1[F:22])[C:16](F)=[O:17], predict the reaction product. The product is: [F:12][C:13]1[C:14]([NH:23][C:24]2[CH:29]=[CH:28][C:27]([I:30])=[CH:26][C:25]=2[F:31])=[C:15]([C:16]([N:9]2[CH2:10][C:7]([CH2:6][NH:5][CH:3]([CH3:4])[CH3:2])([NH2:11])[CH2:8]2)=[O:17])[CH:19]=[CH:20][C:21]=1[F:22].